This data is from NCI-60 drug combinations with 297,098 pairs across 59 cell lines. The task is: Regression. Given two drug SMILES strings and cell line genomic features, predict the synergy score measuring deviation from expected non-interaction effect. (1) Drug 1: CC1C(C(CC(O1)OC2CC(CC3=C2C(=C4C(=C3O)C(=O)C5=C(C4=O)C(=CC=C5)OC)O)(C(=O)C)O)N)O.Cl. Drug 2: C1CNP(=O)(OC1)N(CCCl)CCCl. Cell line: SNB-19. Synergy scores: CSS=20.3, Synergy_ZIP=6.70, Synergy_Bliss=6.70, Synergy_Loewe=-16.9, Synergy_HSA=6.64. (2) Drug 1: CN1CCC(CC1)COC2=C(C=C3C(=C2)N=CN=C3NC4=C(C=C(C=C4)Br)F)OC. Drug 2: CCN(CC)CCCC(C)NC1=C2C=C(C=CC2=NC3=C1C=CC(=C3)Cl)OC. Cell line: SK-MEL-5. Synergy scores: CSS=-5.79, Synergy_ZIP=0.789, Synergy_Bliss=-2.82, Synergy_Loewe=-11.1, Synergy_HSA=-7.77. (3) Drug 1: CNC(=O)C1=NC=CC(=C1)OC2=CC=C(C=C2)NC(=O)NC3=CC(=C(C=C3)Cl)C(F)(F)F. Drug 2: C1=CC=C(C(=C1)C(C2=CC=C(C=C2)Cl)C(Cl)Cl)Cl. Cell line: T-47D. Synergy scores: CSS=20.8, Synergy_ZIP=7.28, Synergy_Bliss=8.12, Synergy_Loewe=6.26, Synergy_HSA=5.10. (4) Drug 1: CC1=C(C(=O)C2=C(C1=O)N3CC4C(C3(C2COC(=O)N)OC)N4)N. Drug 2: COC1=C2C(=CC3=C1OC=C3)C=CC(=O)O2. Cell line: HOP-92. Synergy scores: CSS=9.30, Synergy_ZIP=-2.18, Synergy_Bliss=-0.145, Synergy_Loewe=-7.83, Synergy_HSA=-1.10. (5) Drug 2: CN(C(=O)NC(C=O)C(C(C(CO)O)O)O)N=O. Synergy scores: CSS=-1.39, Synergy_ZIP=-0.0216, Synergy_Bliss=-1.73, Synergy_Loewe=-2.39, Synergy_HSA=-2.80. Drug 1: CCN(CC)CCNC(=O)C1=C(NC(=C1C)C=C2C3=C(C=CC(=C3)F)NC2=O)C. Cell line: A498. (6) Drug 1: COC1=C2C(=CC3=C1OC=C3)C=CC(=O)O2. Drug 2: C1CNP(=O)(OC1)N(CCCl)CCCl. Cell line: SR. Synergy scores: CSS=4.76, Synergy_ZIP=0.0865, Synergy_Bliss=2.79, Synergy_Loewe=0.455, Synergy_HSA=2.35. (7) Drug 1: C1=NC2=C(N1)C(=S)N=C(N2)N. Drug 2: C1=NC2=C(N=C(N=C2N1C3C(C(C(O3)CO)O)O)F)N. Cell line: BT-549. Synergy scores: CSS=21.4, Synergy_ZIP=-8.28, Synergy_Bliss=-4.05, Synergy_Loewe=-7.54, Synergy_HSA=-3.86.